This data is from NCI-60 drug combinations with 297,098 pairs across 59 cell lines. The task is: Regression. Given two drug SMILES strings and cell line genomic features, predict the synergy score measuring deviation from expected non-interaction effect. (1) Drug 1: CC1CCC2CC(C(=CC=CC=CC(CC(C(=O)C(C(C(=CC(C(=O)CC(OC(=O)C3CCCCN3C(=O)C(=O)C1(O2)O)C(C)CC4CCC(C(C4)OC)O)C)C)O)OC)C)C)C)OC. Drug 2: CCC1(CC2CC(C3=C(CCN(C2)C1)C4=CC=CC=C4N3)(C5=C(C=C6C(=C5)C78CCN9C7C(C=CC9)(C(C(C8N6C)(C(=O)OC)O)OC(=O)C)CC)OC)C(=O)OC)O.OS(=O)(=O)O. Cell line: RXF 393. Synergy scores: CSS=4.10, Synergy_ZIP=-1.91, Synergy_Bliss=0.270, Synergy_Loewe=-0.496, Synergy_HSA=0.379. (2) Drug 2: C1=NNC2=C1C(=O)NC=N2. Drug 1: CC1=C2C(C(=O)C3(C(CC4C(C3C(C(C2(C)C)(CC1OC(=O)C(C(C5=CC=CC=C5)NC(=O)C6=CC=CC=C6)O)O)OC(=O)C7=CC=CC=C7)(CO4)OC(=O)C)O)C)OC(=O)C. Synergy scores: CSS=36.0, Synergy_ZIP=-0.242, Synergy_Bliss=0.336, Synergy_Loewe=-25.2, Synergy_HSA=-0.0313. Cell line: OVCAR-5. (3) Drug 1: CC12CCC(CC1=CCC3C2CCC4(C3CC=C4C5=CN=CC=C5)C)O. Drug 2: C1=NC2=C(N=C(N=C2N1C3C(C(C(O3)CO)O)F)Cl)N. Cell line: MDA-MB-435. Synergy scores: CSS=18.6, Synergy_ZIP=-10.4, Synergy_Bliss=-0.713, Synergy_Loewe=-9.28, Synergy_HSA=-0.450. (4) Drug 1: CCC1=CC2CC(C3=C(CN(C2)C1)C4=CC=CC=C4N3)(C5=C(C=C6C(=C5)C78CCN9C7C(C=CC9)(C(C(C8N6C)(C(=O)OC)O)OC(=O)C)CC)OC)C(=O)OC.C(C(C(=O)O)O)(C(=O)O)O. Drug 2: C1=CC=C(C=C1)NC(=O)CCCCCCC(=O)NO. Cell line: SF-295. Synergy scores: CSS=31.4, Synergy_ZIP=-8.84, Synergy_Bliss=-6.94, Synergy_Loewe=-19.1, Synergy_HSA=-5.62. (5) Drug 1: CCCS(=O)(=O)NC1=C(C(=C(C=C1)F)C(=O)C2=CNC3=C2C=C(C=N3)C4=CC=C(C=C4)Cl)F. Drug 2: C1CC(=O)NC(=O)C1N2CC3=C(C2=O)C=CC=C3N. Cell line: RPMI-8226. Synergy scores: CSS=13.2, Synergy_ZIP=-0.0573, Synergy_Bliss=5.40, Synergy_Loewe=1.73, Synergy_HSA=1.97. (6) Drug 1: C1=CC(=C2C(=C1NCCNCCO)C(=O)C3=C(C=CC(=C3C2=O)O)O)NCCNCCO. Drug 2: CC(CN1CC(=O)NC(=O)C1)N2CC(=O)NC(=O)C2. Cell line: MDA-MB-435. Synergy scores: CSS=9.93, Synergy_ZIP=-3.36, Synergy_Bliss=-1.36, Synergy_Loewe=-13.1, Synergy_HSA=-1.44. (7) Drug 1: CN(CC1=CN=C2C(=N1)C(=NC(=N2)N)N)C3=CC=C(C=C3)C(=O)NC(CCC(=O)O)C(=O)O. Drug 2: C1=CN(C(=O)N=C1N)C2C(C(C(O2)CO)O)O.Cl. Cell line: COLO 205. Synergy scores: CSS=38.3, Synergy_ZIP=-6.03, Synergy_Bliss=-9.65, Synergy_Loewe=-7.01, Synergy_HSA=-5.35. (8) Drug 1: CC1C(C(CC(O1)OC2CC(CC3=C2C(=C4C(=C3O)C(=O)C5=C(C4=O)C(=CC=C5)OC)O)(C(=O)CO)O)N)O.Cl. Synergy scores: CSS=12.2, Synergy_ZIP=-8.26, Synergy_Bliss=-2.62, Synergy_Loewe=-1.28, Synergy_HSA=-1.18. Drug 2: C(CCl)NC(=O)N(CCCl)N=O. Cell line: TK-10. (9) Drug 1: COC1=NC(=NC2=C1N=CN2C3C(C(C(O3)CO)O)O)N. Drug 2: C1=CC=C(C=C1)NC(=O)CCCCCCC(=O)NO. Cell line: HT29. Synergy scores: CSS=-8.00, Synergy_ZIP=4.54, Synergy_Bliss=9.87, Synergy_Loewe=-14.4, Synergy_HSA=-6.35. (10) Drug 1: C(=O)(N)NO. Drug 2: CC1C(C(CC(O1)OC2CC(CC3=C2C(=C4C(=C3O)C(=O)C5=CC=CC=C5C4=O)O)(C(=O)C)O)N)O. Cell line: SNB-75. Synergy scores: CSS=46.1, Synergy_ZIP=2.48, Synergy_Bliss=3.21, Synergy_Loewe=-55.7, Synergy_HSA=5.01.